Dataset: Peptide-MHC class I binding affinity with 185,985 pairs from IEDB/IMGT. Task: Regression. Given a peptide amino acid sequence and an MHC pseudo amino acid sequence, predict their binding affinity value. This is MHC class I binding data. (1) The peptide sequence is AVAVARVAA. The MHC is HLA-B07:02 with pseudo-sequence HLA-B07:02. The binding affinity (normalized) is 0.502. (2) The binding affinity (normalized) is 0.0847. The MHC is HLA-B58:01 with pseudo-sequence HLA-B58:01. The peptide sequence is ASSWAPTQK. (3) The peptide sequence is TYLGPLNCK. The MHC is HLA-A03:01 with pseudo-sequence HLA-A03:01. The binding affinity (normalized) is 0.429. (4) The peptide sequence is QVPLRPMTYK. The MHC is HLA-B18:01 with pseudo-sequence HLA-B18:01. The binding affinity (normalized) is 0. (5) The peptide sequence is LWISVKVLF. The MHC is HLA-A29:02 with pseudo-sequence HLA-A29:02. The binding affinity (normalized) is 0.193. (6) The peptide sequence is LLYYWVHLF. The MHC is HLA-A29:02 with pseudo-sequence HLA-A29:02. The binding affinity (normalized) is 0.714. (7) The peptide sequence is GRFQEALKK. The MHC is HLA-B57:01 with pseudo-sequence HLA-B57:01. The binding affinity (normalized) is 0.0847. (8) The peptide sequence is NLEMIDERK. The MHC is HLA-A11:01 with pseudo-sequence HLA-A11:01. The binding affinity (normalized) is 0.352. (9) The peptide sequence is GLVDLFVFS. The MHC is HLA-A02:01 with pseudo-sequence HLA-A02:01. The binding affinity (normalized) is 0.621. (10) The MHC is HLA-A02:03 with pseudo-sequence HLA-A02:03. The binding affinity (normalized) is 0.312. The peptide sequence is DIVKGLSGY.